This data is from Catalyst prediction with 721,799 reactions and 888 catalyst types from USPTO. The task is: Predict which catalyst facilitates the given reaction. (1) Reactant: [Br:1][C:2]1[C:3]([F:32])=[CH:4][C:5]2[O:11][CH2:10][CH2:9][N:8]3[C:12]([CH:19]([OH:30])[C:20]4[CH:25]=[CH:24][CH:23]=[C:22]([C:26]([F:29])([F:28])[F:27])[CH:21]=4)=[C:13]([C:15]([O:17]C)=[O:16])[N:14]=[C:7]3[C:6]=2[CH:31]=1.[OH-].[Li+].Cl. Product: [Br:1][C:2]1[C:3]([F:32])=[CH:4][C:5]2[O:11][CH2:10][CH2:9][N:8]3[C:12]([CH:19]([OH:30])[C:20]4[CH:25]=[CH:24][CH:23]=[C:22]([C:26]([F:29])([F:27])[F:28])[CH:21]=4)=[C:13]([C:15]([OH:17])=[O:16])[N:14]=[C:7]3[C:6]=2[CH:31]=1. The catalyst class is: 20. (2) Reactant: [CH2:1]([O:3][C:4](=[O:17])[CH2:5][C:6]1[C:15]2[C:10](=[CH:11][CH:12]=[C:13]([OH:16])[CH:14]=2)[CH:9]=[CH:8][CH:7]=1)[CH3:2].I[CH2:19][CH2:20][CH2:21][CH3:22].C(=O)([O-])[O-].[Cs+].[Cs+].O. Product: [CH2:1]([O:3][C:4](=[O:17])[CH2:5][C:6]1[C:15]2[C:10](=[CH:11][CH:12]=[C:13]([O:16][CH2:19][CH2:20][CH2:21][CH3:22])[CH:14]=2)[CH:9]=[CH:8][CH:7]=1)[CH3:2]. The catalyst class is: 9. (3) Product: [N:1]1[CH:6]=[CH:5][CH:4]=[C:3]([CH:7]([CH3:14])[CH2:8][C:9]([O:11][CH2:12][CH3:13])=[O:10])[CH:2]=1. The catalyst class is: 349. Reactant: [N:1]1[CH:6]=[CH:5][CH:4]=[C:3]([C:7]([CH3:14])=[CH:8][C:9]([O:11][CH2:12][CH3:13])=[O:10])[CH:2]=1. (4) Reactant: C(OC(=O)[NH:7][C:8]1[S:9][C:10]([C:34]2[CH:39]=[CH:38][CH:37]=[CH:36][CH:35]=2)=[CH:11][C:12]=1[C:13]([N:15]1[CH2:20][CH2:19][CH:18]([N:21]2[CH2:33][CH2:32][CH2:31][C:23]3([C:27](=[O:28])[O:26][C:25]([CH3:30])([CH3:29])[CH2:24]3)[CH2:22]2)[CH2:17][CH2:16]1)=[O:14])(C)(C)C.C(=O)([O-])O.[Na+]. Product: [NH2:7][C:8]1[S:9][C:10]([C:34]2[CH:35]=[CH:36][CH:37]=[CH:38][CH:39]=2)=[CH:11][C:12]=1[C:13]([N:15]1[CH2:16][CH2:17][CH:18]([N:21]2[CH2:33][CH2:32][CH2:31][C:23]3([C:27](=[O:28])[O:26][C:25]([CH3:29])([CH3:30])[CH2:24]3)[CH2:22]2)[CH2:19][CH2:20]1)=[O:14]. The catalyst class is: 55. (5) Reactant: [F:1][C:2]([F:33])([F:32])[C:3]([NH:5][C@@H:6]1[CH2:31][CH2:30][N:9]2[C:10]3[CH:23]=[CH:22][C:21](C4N=NN(C)N=4)=[CH:20][C:11]=3[C@H:12]([CH3:19])[C:13]3[CH:18]=[CH:17][CH:16]=[CH:15][C:14]=3[C@H:8]2[CH2:7]1)=[O:4].[N+:34]([O-])([OH:36])=[O:35]. Product: [F:1][C:2]([F:32])([F:33])[C:3]([NH:5][C@@H:6]1[CH2:31][CH2:30][N:9]2[C:10]3[CH:23]=[CH:22][C:21]([N+:34]([O-:36])=[O:35])=[CH:20][C:11]=3[C@H:12]([CH3:19])[C:13]3[CH:18]=[CH:17][CH:16]=[CH:15][C:14]=3[C@H:8]2[CH2:7]1)=[O:4]. The catalyst class is: 2. (6) Reactant: [CH:1]([C:3]1[CH:4]=[C:5]([CH:11]=[CH:12][CH:13]=1)[O:6][CH2:7][C:8]([OH:10])=O)=[O:2].CN(C(ON1N=NC2C=CC=CC1=2)=[N+](C)C)C.[B-](F)(F)(F)F.C(N(CC)CC)C.[C:43]([O:47][C:48](=[O:51])[CH2:49][NH2:50])([CH3:46])([CH3:45])[CH3:44]. The catalyst class is: 3. Product: [C:43]([O:47][C:48]([CH2:49][NH:50][C:8]([CH2:7][O:6][C:5]1[CH:4]=[C:3]([CH:13]=[CH:12][CH:11]=1)[CH:1]=[O:2])=[O:10])=[O:51])([CH3:46])([CH3:45])[CH3:44]. (7) Reactant: [H-].[Na+].[Br:3][C:4]1[CH:5]=[C:6]([CH3:26])[CH:7]=[C:8]2[C:13]=1[N:12]=[CH:11][N:10]([NH:14][C:15]1[CH:20]=[C:19]([Cl:21])[CH:18]=[CH:17][C:16]=1[S:22][CH2:23][CH3:24])[C:9]2=[O:25].[CH3:27][C:28]([O:31][C:32](O[C:32]([O:31][C:28]([CH3:30])([CH3:29])[CH3:27])=[O:33])=[O:33])([CH3:30])[CH3:29].O. Product: [C:28]([O:31][C:32](=[O:33])[N:14]([N:10]1[C:9](=[O:25])[C:8]2[C:13](=[C:4]([Br:3])[CH:5]=[C:6]([CH3:26])[CH:7]=2)[N:12]=[CH:11]1)[C:15]1[CH:20]=[C:19]([Cl:21])[CH:18]=[CH:17][C:16]=1[S:22][CH2:23][CH3:24])([CH3:30])([CH3:29])[CH3:27]. The catalyst class is: 239. (8) Reactant: [Cl:1][C:2]1[CH:7]=[CH:6][C:5]([O:8][C:9](=[O:24])[N:10]([CH2:12][CH2:13][C@H:14]2[CH2:19][CH2:18][C@H:17](/[CH:20]=[CH:21]/[CH2:22]Cl)[CH2:16][CH2:15]2)[CH3:11])=[CH:4][CH:3]=1.[CH2:25]([NH2:27])[CH3:26]. Product: [Cl:1][C:2]1[CH:7]=[CH:6][C:5]([O:8][C:9](=[O:24])[N:10]([CH2:12][CH2:13][C@H:14]2[CH2:19][CH2:18][C@H:17](/[CH:20]=[CH:21]/[CH2:22][NH:27][CH2:25][CH3:26])[CH2:16][CH2:15]2)[CH3:11])=[CH:4][CH:3]=1. The catalyst class is: 80. (9) Reactant: [CH3:1][C:2]1[NH:6][C:5]2[CH2:7][CH2:8][CH2:9][CH:10]([CH3:11])[C:4]=2[N:3]=1.[C:12]([Cl:20])(=[O:19])[C:13]1[CH:18]=[CH:17][CH:16]=[CH:15][CH:14]=1. Product: [ClH:20].[CH3:11][CH:10]1[C:4]2[N:3]=[C:2]([CH2:1][C:12]([C:13]3[CH:18]=[CH:17][CH:16]=[CH:15][CH:14]=3)=[O:19])[NH:6][C:5]=2[CH2:7][CH2:8][CH2:9]1. The catalyst class is: 10.